From a dataset of Forward reaction prediction with 1.9M reactions from USPTO patents (1976-2016). Predict the product of the given reaction. (1) Given the reactants Br[CH2:2][C:3]1[C:13]([Cl:14])=[N:12][CH:11]=[CH:10][C:4]=1[C:5]([O:7]CC)=O.Cl.[CH3:16][C:17]1[CH:18]=[C:19]([CH:32]([NH2:34])[CH3:33])[CH:20]=[N:21][C:22]=1[N:23]1[CH:27]=[C:26]([C:28]([F:31])([F:30])[F:29])[CH:25]=[N:24]1, predict the reaction product. The product is: [Cl:14][C:13]1[C:3]2[CH2:2][N:34]([CH:32]([C:19]3[CH:20]=[N:21][C:22]([N:23]4[CH:27]=[C:26]([C:28]([F:31])([F:30])[F:29])[CH:25]=[N:24]4)=[C:17]([CH3:16])[CH:18]=3)[CH3:33])[C:5](=[O:7])[C:4]=2[CH:10]=[CH:11][N:12]=1. (2) Given the reactants [CH2:1]([C:8]1[C:9]([C:21]2[CH:26]=[CH:25][CH:24]=[C:23]([C:27]([F:30])([F:29])[F:28])[CH:22]=2)=[C:10]2[S:17][CH2:16][C@@H:15]([C:18]([NH2:20])=[O:19])[N:11]2[C:12](=[O:14])[CH:13]=1)[CH2:2][CH2:3][CH2:4][CH2:5][CH2:6][CH3:7].[C:31]1([S:37](N)(=[O:39])=[O:38])[CH:36]=[CH:35][CH:34]=[CH:33][CH:32]=1, predict the reaction product. The product is: [CH2:1]([C:8]1[C:9]([C:21]2[CH:26]=[CH:25][CH:24]=[C:23]([C:27]([F:30])([F:29])[F:28])[CH:22]=2)=[C:10]2[S:17][CH2:16][C@@H:15]([C:18]([NH:20][S:37]([C:31]3[CH:36]=[CH:35][CH:34]=[CH:33][CH:32]=3)(=[O:39])=[O:38])=[O:19])[N:11]2[C:12](=[O:14])[CH:13]=1)[CH2:2][CH2:3][CH2:4][CH2:5][CH2:6][CH3:7]. (3) Given the reactants [CH:1]([N:4]([CH:17]([CH3:19])[CH3:18])[CH2:5][CH2:6][O:7][C:8]1[CH:13]=[CH:12][C:11]([NH2:14])=[CH:10][C:9]=1[O:15][CH3:16])([CH3:3])[CH3:2].[CH2:20](OC(OCC)OCC)C.FC(F)(F)C(O)=O.[BH4-].[Na+].Cl, predict the reaction product. The product is: [CH:17]([N:4]([CH:1]([CH3:2])[CH3:3])[CH2:5][CH2:6][O:7][C:8]1[CH:13]=[CH:12][C:11]([NH:14][CH3:20])=[CH:10][C:9]=1[O:15][CH3:16])([CH3:19])[CH3:18]. (4) Given the reactants [NH2:1][C:2]1[C:3]([C:8]([O:10][CH3:11])=[O:9])=[N:4][CH:5]=[CH:6][CH:7]=1.S(=O)(=O)(O)O.[Br:17]Br.[OH-].[Na+], predict the reaction product. The product is: [NH2:1][C:2]1[C:3]([C:8]([O:10][CH3:11])=[O:9])=[N:4][C:5]([Br:17])=[CH:6][CH:7]=1. (5) Given the reactants [F:1][C:2]([F:7])([F:6])[C:3]([OH:5])=[O:4].[NH2:8][C:9]1[N:10]([CH3:29])[C:11](=[O:28])[C:12]2([N:27]=1)[C:21]1[C:16](=[CH:17][CH:18]=[C:19](Br)[CH:20]=1)[C:15]([F:24])([F:23])[C:14]([CH3:26])([CH3:25])[CH2:13]2.[N:30]1[CH:35]=[C:34](B(O)O)[CH:33]=[N:32][CH:31]=1.C([O-])([O-])=O.[Na+].[Na+].O1CCOCC1, predict the reaction product. The product is: [F:1][C:2]([F:7])([F:6])[C:3]([OH:5])=[O:4].[NH2:8][C:9]1[N:10]([CH3:29])[C:11](=[O:28])[C:12]2([N:27]=1)[C:21]1[C:16](=[CH:17][CH:18]=[C:19]([C:34]3[CH:35]=[N:30][CH:31]=[N:32][CH:33]=3)[CH:20]=1)[C:15]([F:24])([F:23])[C:14]([CH3:26])([CH3:25])[CH2:13]2. (6) Given the reactants [CH:1]([N:4]1[CH2:9][CH2:8][CH:7]([O:10][C:11]2[CH:12]=[C:13]([CH2:17][NH2:18])[CH:14]=[CH:15][CH:16]=2)[CH2:6][CH2:5]1)([CH3:3])[CH3:2].[Cl:19][C:20]1[CH:25]=[CH:24][C:23]([C:26]2[S:30][C:29]([C:31]([O:33]C)=[O:32])=[C:28](/[N:35]=[CH:36]/N(C)C)[CH:27]=2)=[CH:22][CH:21]=1, predict the reaction product. The product is: [C:31]([OH:33])(=[O:32])[CH3:29].[Cl:19][C:20]1[CH:21]=[CH:22][C:23]([C:26]2[S:30][C:29]3[C:31](=[O:32])[N:18]([CH2:17][C:13]4[CH:14]=[CH:15][CH:16]=[C:11]([O:10][CH:7]5[CH2:8][CH2:9][N:4]([CH:1]([CH3:3])[CH3:2])[CH2:5][CH2:6]5)[CH:12]=4)[CH:36]=[N:35][C:28]=3[CH:27]=2)=[CH:24][CH:25]=1. (7) Given the reactants C(OC([NH:8][C@@H:9]([C@@H:43]([CH3:46])[CH2:44][CH3:45])[C:10]([N:12]([C@@H:14]([CH:40]([CH3:42])[CH3:41])[CH2:15][C@H:16]([C:18]1[S:19][CH:20]=[C:21]([C:23]([NH:25][C@@H:26]([CH2:33][C:34]2[CH:39]=[CH:38][CH:37]=[CH:36][CH:35]=2)[CH2:27][C@H:28]([CH3:32])[C:29]([OH:31])=[O:30])=[O:24])[N:22]=1)[OH:17])[CH3:13])=[O:11])=O)(C)(C)C.[ClH:47], predict the reaction product. The product is: [ClH:47].[NH2:8][C@@H:9]([C@@H:43]([CH3:46])[CH2:44][CH3:45])[C:10]([N:12]([C@@H:14]([CH:40]([CH3:41])[CH3:42])[CH2:15][C@H:16]([C:18]1[S:19][CH:20]=[C:21]([C:23]([NH:25][C@@H:26]([CH2:33][C:34]2[CH:35]=[CH:36][CH:37]=[CH:38][CH:39]=2)[CH2:27][C@H:28]([CH3:32])[C:29]([OH:31])=[O:30])=[O:24])[N:22]=1)[OH:17])[CH3:13])=[O:11].